Dataset: Catalyst prediction with 721,799 reactions and 888 catalyst types from USPTO. Task: Predict which catalyst facilitates the given reaction. (1) Reactant: [N+:1]([C:4]1[CH:13]=[C:12]2[C:7]([CH:8]=[CH:9][N:10]=[CH:11]2)=[CH:6][CH:5]=1)([O-])=O. Product: [CH:11]1[C:12]2[C:7](=[CH:6][CH:5]=[C:4]([NH2:1])[CH:13]=2)[CH:8]=[CH:9][N:10]=1. The catalyst class is: 19. (2) Reactant: [H-].C([Al+]CC(C)C)C(C)C.[CH3:11][C@@H:12]1[O:22][C:20](=[O:21])[C@@H:19]([NH:23][C:24]([C:26]2[C:31]([OH:32])=[C:30]([O:33][CH3:34])[CH:29]=[CH:28][N:27]=2)=[O:25])[CH2:18][O:17][C:15](=[O:16])[C@H:14]([CH2:35][C:36]2[CH:41]=[CH:40][CH:39]=[CH:38][CH:37]=2)[C@H:13]1[O:42]C(C(C)C)=O. Product: [CH2:35]([C@@H:14]1[C@@H:13]([OH:42])[C@H:12]([CH3:11])[O:22][C:20](=[O:21])[C@@H:19]([NH:23][C:24]([C:26]2[C:31]([OH:32])=[C:30]([O:33][CH3:34])[CH:29]=[CH:28][N:27]=2)=[O:25])[CH2:18][O:17][C:15]1=[O:16])[C:36]1[CH:37]=[CH:38][CH:39]=[CH:40][CH:41]=1. The catalyst class is: 2. (3) Reactant: [CH2:1]([O:8][C:9]([N:11]1[CH2:16][CH:15]2[CH2:17][CH:12]1[CH2:13][C:14]2([OH:29])[C:18]1[CH:19]=[C:20]2[C:25](=[CH:26][CH:27]=1)[N:24]=[CH:23][NH:22][C:21]2=[O:28])=[O:10])[C:2]1[CH:7]=[CH:6][CH:5]=[CH:4][CH:3]=1.Br[CH2:31][C:32]([O:34][CH2:35][CH3:36])=[O:33]. Product: [CH2:1]([O:8][C:9]([N:11]1[CH2:16][CH:15]2[CH2:17][CH:12]1[CH2:13][C:14]2([C:18]1[CH:19]=[C:20]2[C:25](=[CH:26][CH:27]=1)[N:24]=[CH:23][N:22]([CH2:31][C:32]([O:34][CH2:35][CH3:36])=[O:33])[C:21]2=[O:28])[OH:29])=[O:10])[C:2]1[CH:3]=[CH:4][CH:5]=[CH:6][CH:7]=1. The catalyst class is: 9. (4) Product: [C:8]([C:5]1[CH:6]=[CH:7][C:2]([NH2:12])=[N:3][CH:4]=1)([CH3:10])=[CH2:9]. The catalyst class is: 12. Reactant: F[C:2]1[CH:7]=[CH:6][C:5]([C:8]([CH3:10])=[CH2:9])=[CH:4][N:3]=1.[OH-].[NH4+:12].